This data is from Full USPTO retrosynthesis dataset with 1.9M reactions from patents (1976-2016). The task is: Predict the reactants needed to synthesize the given product. (1) Given the product [CH3:32][C:31](=[CH2:30])[CH2:33][CH:19]([C:16]1[CH:15]=[CH:14][C:13]([C:23]2[CH:24]=[CH:25][CH:26]=[CH:27][CH:28]=2)=[CH:18][CH:17]=1)[C:20]([OH:22])=[O:21], predict the reactants needed to synthesize it. The reactants are: C(NC(C)C)(C)C.C([Li])CCC.[C:13]1([C:23]2[CH:28]=[CH:27][CH:26]=[CH:25][CH:24]=2)[CH:18]=[CH:17][C:16]([CH2:19][C:20]([OH:22])=[O:21])=[CH:15][CH:14]=1.Br[CH2:30][C:31]([CH3:33])=[CH2:32]. (2) Given the product [Cl:9][C:10]1[N:15]=[C:14]([N:3]2[C:2]([CH3:8])([CH3:1])[CH2:6][O:5][C:4]2=[O:7])[CH:13]=[C:12]([Cl:17])[N:11]=1, predict the reactants needed to synthesize it. The reactants are: [CH3:1][C:2]1([CH3:8])[CH2:6][O:5][C:4](=[O:7])[NH:3]1.[Cl:9][C:10]1[N:15]=[C:14](Cl)[CH:13]=[C:12]([Cl:17])[N:11]=1.[H-].[Na+].